From a dataset of Forward reaction prediction with 1.9M reactions from USPTO patents (1976-2016). Predict the product of the given reaction. (1) Given the reactants F[C:2]1[CH:7]=[C:6]([F:8])[CH:5]=[CH:4][C:3]=1[N+:9]([O-:11])=[O:10].CC[N:14](C(C)C)[CH:15]([CH3:17])[CH3:16].C(N)(C)C, predict the reaction product. The product is: [F:8][C:6]1[CH:5]=[CH:4][C:3]([N+:9]([O-:11])=[O:10])=[C:2]([NH:14][CH:15]([CH3:17])[CH3:16])[CH:7]=1. (2) Given the reactants [B:1]1(B2OC(C)(C)C(C)(C)O2)[O:5]C(C)(C)C(C)(C)[O:2]1.[Cl:19][C:20]1[C:25]([Cl:26])=[CH:24][CH:23]=[C:22]([O:27][CH3:28])[N:21]=1, predict the reaction product. The product is: [Cl:26][C:25]1[CH:24]=[C:23]([B:1]([OH:5])[OH:2])[C:22]([O:27][CH3:28])=[N:21][C:20]=1[Cl:19].